Dataset: Peptide-MHC class II binding affinity with 134,281 pairs from IEDB. Task: Regression. Given a peptide amino acid sequence and an MHC pseudo amino acid sequence, predict their binding affinity value. This is MHC class II binding data. (1) The peptide sequence is KNLYDHALMSIISTF. The MHC is DRB1_0301 with pseudo-sequence DRB1_0301. The binding affinity (normalized) is 0.254. (2) The peptide sequence is YDKFLANVSTVLTLK. The MHC is DRB1_0701 with pseudo-sequence DRB1_0701. The binding affinity (normalized) is 0.828. (3) The peptide sequence is SRSFLKHSLLRTQRL. The MHC is DRB3_0101 with pseudo-sequence DRB3_0101. The binding affinity (normalized) is 0.188. (4) The peptide sequence is SGDVIVKAIGALEDI. The binding affinity (normalized) is 0.566. The MHC is DRB1_0405 with pseudo-sequence DRB1_0405. (5) The peptide sequence is CVDAKMTEEDKENALSL. The MHC is HLA-DPA10201-DPB10101 with pseudo-sequence HLA-DPA10201-DPB10101. The binding affinity (normalized) is 0.348. (6) The binding affinity (normalized) is 0.585. The peptide sequence is GELQIVDKIFAAFKI. The MHC is DRB1_1101 with pseudo-sequence DRB1_1101. (7) The peptide sequence is QGPDGHLISFYADPK. The MHC is DRB1_0101 with pseudo-sequence DRB1_0101. The binding affinity (normalized) is 0.214.